From a dataset of Catalyst prediction with 721,799 reactions and 888 catalyst types from USPTO. Predict which catalyst facilitates the given reaction. Reactant: [CH2:1]([O:8][C:9]1[CH:28]=[CH:27][C:12]([CH2:13][N:14]2[CH2:18][CH2:17][N:16]([CH:19]([CH:23]([CH3:25])[CH3:24])[C:20]([OH:22])=O)[C:15]2=[O:26])=[CH:11][CH:10]=1)[C:2]1[CH:7]=[CH:6][CH:5]=[CH:4][CH:3]=1.C(N(C(C)C)CC)(C)C.ClC(OCC)=O.C[Si](C)(C)[O:46][NH2:47]. Product: [CH2:1]([O:8][C:9]1[CH:28]=[CH:27][C:12]([CH2:13][N:14]2[CH2:18][CH2:17][N:16]([CH:19]([CH:23]([CH3:25])[CH3:24])[C:20]([NH:47][OH:46])=[O:22])[C:15]2=[O:26])=[CH:11][CH:10]=1)[C:2]1[CH:3]=[CH:4][CH:5]=[CH:6][CH:7]=1. The catalyst class is: 765.